From a dataset of Peptide-MHC class I binding affinity with 185,985 pairs from IEDB/IMGT. Regression. Given a peptide amino acid sequence and an MHC pseudo amino acid sequence, predict their binding affinity value. This is MHC class I binding data. (1) The peptide sequence is AGPLPNRMKI. The MHC is Mamu-A01 with pseudo-sequence Mamu-A01. The binding affinity (normalized) is 0.529. (2) The peptide sequence is FTWPWMKLF. The MHC is HLA-A26:01 with pseudo-sequence HLA-A26:01. The binding affinity (normalized) is 0.140. (3) The peptide sequence is ITAKETLYR. The MHC is HLA-A68:01 with pseudo-sequence HLA-A68:01. The binding affinity (normalized) is 0.747. (4) The peptide sequence is YIFFASFYY. The MHC is HLA-B40:01 with pseudo-sequence HLA-B40:01. The binding affinity (normalized) is 0.0847. (5) The peptide sequence is RQRAVRMVL. The MHC is HLA-B40:01 with pseudo-sequence HLA-B40:01. The binding affinity (normalized) is 0.303. (6) The peptide sequence is RSTKGGQQK. The MHC is HLA-A03:01 with pseudo-sequence HLA-A03:01. The binding affinity (normalized) is 0.202.